From a dataset of Forward reaction prediction with 1.9M reactions from USPTO patents (1976-2016). Predict the product of the given reaction. (1) Given the reactants [Cl:1][C:2]1[CH:3]=[N:4][N:5]([CH3:16])[C:6]=1[C:7]1[CH:8]=[C:9]([C:13]([OH:15])=O)[S:10][C:11]=1[CH3:12].[NH2:17][C@@H:18]([CH2:31][C:32]1[CH:37]=[C:36]([F:38])[CH:35]=[CH:34][C:33]=1[F:39])[CH2:19][N:20]1[C:28](=[O:29])[C:27]2[C:22](=[CH:23][CH:24]=[CH:25][CH:26]=2)[C:21]1=[O:30].FC1C=CC=C(F)C=1C[C@@H](C(O)=O)N.C1CN([P+](Br)(N2CCCC2)N2CCCC2)CC1.F[P-](F)(F)(F)(F)F.CCN(C(C)C)C(C)C, predict the reaction product. The product is: [Cl:1][C:2]1[CH:3]=[N:4][N:5]([CH3:16])[C:6]=1[C:7]1[CH:8]=[C:9]([C:13]([NH:17][C@H:18]([CH2:19][N:20]2[C:28](=[O:29])[C:27]3[C:22](=[CH:23][CH:24]=[CH:25][CH:26]=3)[C:21]2=[O:30])[CH2:31][C:32]2[CH:37]=[C:36]([F:38])[CH:35]=[CH:34][C:33]=2[F:39])=[O:15])[S:10][C:11]=1[CH3:12]. (2) Given the reactants [CH2:1]([O:3][C:4](=[O:9])[CH2:5][C:6]([O-:8])=O)[CH3:2].[K+].[Mg+2].[Cl-].[Cl-].C(N(CC)CC)C.[CH3:21][O:22][C:23]1[CH:24]=[C:25]([CH:29]=[C:30]([O:32][CH3:33])[CH:31]=1)C(Cl)=O, predict the reaction product. The product is: [CH3:21][O:22][C:23]1[CH:24]=[C:25]([C:6](=[O:8])[CH2:5][C:4]([O:3][CH2:1][CH3:2])=[O:9])[CH:29]=[C:30]([O:32][CH3:33])[CH:31]=1. (3) Given the reactants [Cl:1][C:2]1[CH:7]=[CH:6][CH:5]=[C:4]([F:8])[C:3]=1[C:9]1[N:10]=[C:11]2[CH:16]=[CH:15][CH:14]=[C:13](F)[N:12]2[C:18]=1[NH:19][C:20]1[CH:29]=[CH:28][C:23]2[O:24][CH2:25][CH2:26][O:27][C:22]=2[CH:21]=1.[F:30][CH2:31][CH2:32][OH:33], predict the reaction product. The product is: [Cl:1][C:2]1[CH:7]=[CH:6][CH:5]=[C:4]([F:8])[C:3]=1[C:9]1[N:10]=[C:11]2[CH:16]=[CH:15][CH:14]=[C:13]([O:33][CH2:32][CH2:31][F:30])[N:12]2[C:18]=1[NH:19][C:20]1[CH:29]=[CH:28][C:23]2[O:24][CH2:25][CH2:26][O:27][C:22]=2[CH:21]=1.